Dataset: Catalyst prediction with 721,799 reactions and 888 catalyst types from USPTO. Task: Predict which catalyst facilitates the given reaction. (1) Reactant: CO[C:3](=[O:20])[C:4]1[CH:9]=[CH:8][CH:7]=[C:6]([C:10]2[CH:15]=[C:14]([CH3:16])[N:13]=[C:12]([N:17]([CH3:19])[CH3:18])[N:11]=2)[CH:5]=1.[H-].[Na+].Cl.CNC(N)=N.O=C(C)CC(C1C=[C:36](C=CC=1)[C:37]([OH:39])=[O:38])=O. Product: [C:4]([O:39][C:37](=[O:38])[CH2:36][C:3]([C:4]1[CH:9]=[CH:8][CH:7]=[C:6]([C:10]2[CH:15]=[C:14]([CH3:16])[N:13]=[C:12]([N:17]([CH3:18])[CH3:19])[N:11]=2)[CH:5]=1)=[O:20])([CH3:9])([CH3:5])[CH3:3]. The catalyst class is: 378. (2) Reactant: [Cl-].O[NH3+:3].[C:4](=[O:7])([O-])[OH:5].[Na+].CS(C)=O.[O:13]=[C:14]1[C:19]([CH2:20][C:21]2[CH:26]=[CH:25][C:24]([C:27]3[C:28]([C:33]#[N:34])=[CH:29][CH:30]=[CH:31][CH:32]=3)=[CH:23][CH:22]=2)=[C:18]([CH2:35][CH2:36][CH3:37])[N:17]2[N:38]=[N:39][CH:40]=[C:16]2[N:15]1[CH:41]1[CH2:46][CH2:45][O:44][CH2:43][CH2:42]1. Product: [O:7]=[C:4]1[O:5][N:3]=[C:33]([C:28]2[CH:29]=[CH:30][CH:31]=[CH:32][C:27]=2[C:24]2[CH:23]=[CH:22][C:21]([CH2:20][C:19]3[C:14](=[O:13])[N:15]([CH:41]4[CH2:42][CH2:43][O:44][CH2:45][CH2:46]4)[C:16]4[N:17]([N:38]=[N:39][CH:40]=4)[C:18]=3[CH2:35][CH2:36][CH3:37])=[CH:26][CH:25]=2)[NH:34]1. The catalyst class is: 13. (3) Reactant: O=[CH:2][C@H:3]([C@@H:5]([C@@H:7]([CH2:9][OH:10])[OH:8])[OH:6])[OH:4].[NH:11]1[CH:18]=[CH:17][C:15]([NH2:16])=[N:14][C:12]1=[O:13]. Product: [CH:17]1[C:15]([NH2:16])=[N:14][C:12](=[O:13])[N:11]([C@@H:2]2[O:8][C@H:7]([CH2:9][OH:10])[C@@H:5]([OH:6])[C@@H:3]2[OH:4])[CH:18]=1. The catalyst class is: 17. (4) Reactant: O.[CH3:2][O:3][C:4]1[C:9](B(O)O)=[CH:8][CH:7]=[CH:6][N:5]=1.Br[C:14]1[CH:15]=[C:16]([CH:18]=[CH:19][CH:20]=1)[NH2:17].C([O-])([O-])=O.[Na+].[Na+]. Product: [CH3:2][O:3][C:4]1[C:9]([C:14]2[CH:15]=[C:16]([NH2:17])[CH:18]=[CH:19][CH:20]=2)=[CH:8][CH:7]=[CH:6][N:5]=1. The catalyst class is: 104. (5) Reactant: [F:1][C:2]1[C:7]([CH3:8])=[CH:6][C:5]([NH:9][CH:10]2[CH2:15][CH2:14][N:13]([C@H:16]3[CH2:21][CH2:20][C@H:19]([O:22][CH2:23][CH2:24][CH3:25])[CH2:18][CH2:17]3)[CH2:12][CH2:11]2)=[C:4]([N+:26]([O-])=O)[CH:3]=1.O.NN. Product: [F:1][C:2]1[CH:3]=[C:4]([NH2:26])[C:5]([NH:9][CH:10]2[CH2:15][CH2:14][N:13]([C@H:16]3[CH2:21][CH2:20][C@H:19]([O:22][CH2:23][CH2:24][CH3:25])[CH2:18][CH2:17]3)[CH2:12][CH2:11]2)=[CH:6][C:7]=1[CH3:8]. The catalyst class is: 171.